Dataset: Reaction yield outcomes from USPTO patents with 853,638 reactions. Task: Predict the reaction yield, written as a fraction of the theoretical maximum amount of product (1.0 means a 100% yield; for example, 0.34 means a 34% yield). (1) The reactants are C[Si]([N-][Si](C)(C)C)(C)C.[Li+].C[O:12][C:13]([C:15]1[C:23]2[C:18](=[N:19][CH:20]=[C:21]([F:24])[CH:22]=2)[N:17]([S:25]([C:28]2[CH:33]=[CH:32][CH:31]=[CH:30][CH:29]=2)(=[O:27])=[O:26])[C:16]=1[CH2:34][N:35]([CH2:46][C:47]#[N:48])S(C1C=CC(C)=CC=1)(=O)=O)=O. The catalyst is C1COCC1. The product is [C:28]1([S:25]([N:17]2[C:16]3[CH:34]=[N:35][C:46]([C:47]#[N:48])=[C:13]([OH:12])[C:15]=3[C:23]3[CH:22]=[C:21]([F:24])[CH:20]=[N:19][C:18]2=3)(=[O:27])=[O:26])[CH:29]=[CH:30][CH:31]=[CH:32][CH:33]=1. The yield is 0.750. (2) The reactants are [O:1]1[C:5]2[CH:6]=[CH:7][C:8]([C:10]3([C:13]([NH:15][C:16]4[CH:17]=[C:18]([C:23]5[CH:28]=[CH:27][C:26]([C:29]#[N:30])=[C:25]([Cl:31])[CH:24]=5)[C:19]([CH3:22])=[CH:20][CH:21]=4)=[O:14])[CH2:12][CH2:11]3)=[CH:9][C:4]=2[O:3][CH2:2]1.[Cl-].[NH4+].[N-:34]=[N+:35]=[N-:36].[Na+]. The catalyst is CN(C=O)C. The product is [O:1]1[C:5]2[CH:6]=[CH:7][C:8]([C:10]3([C:13]([NH:15][C:16]4[CH:17]=[C:18]([C:23]5[CH:28]=[CH:27][C:26]([C:29]6[N:34]=[N:35][NH:36][N:30]=6)=[C:25]([Cl:31])[CH:24]=5)[C:19]([CH3:22])=[CH:20][CH:21]=4)=[O:14])[CH2:12][CH2:11]3)=[CH:9][C:4]=2[O:3][CH2:2]1. The yield is 0.0900. (3) The reactants are CS[C:3]1[N:8]=[CH:7][C:6]([C:9]2[O:13][C:12]([C:14]3[CH:19]=[CH:18][N:17]=[CH:16][CH:15]=3)=[C:11]([C:20]3[CH:21]=[C:22]4[C:26](=[CH:27][CH:28]=3)[C:25](=[O:29])[CH2:24][CH2:23]4)[CH:10]=2)=[CH:5][N:4]=1.Cl.OO.[S:33]([O-:37])([O-])(=[O:35])=S.[Na+].[Na+].[C:40](=O)([O-])O.[Na+]. The catalyst is O.O.O.[O-][W]([O-])(=O)=O.[Na+].[Na+]. The product is [CH3:40][S:33]([C:3]1[N:4]=[CH:5][C:6]([C:9]2[O:13][C:12]([C:14]3[CH:15]=[CH:16][N:17]=[CH:18][CH:19]=3)=[C:11]([C:20]3[CH:21]=[C:22]4[C:26](=[CH:27][CH:28]=3)[C:25](=[O:29])[CH2:24][CH2:23]4)[CH:10]=2)=[CH:7][N:8]=1)(=[O:37])=[O:35]. The yield is 0.460. (4) The reactants are C[O:2][C:3]([CH2:5][NH:6][C:7]1[N:12]=[CH:11][C:10](/[CH:13]=[CH:14]/[C:15]([N:17]([CH3:29])[CH2:18][C:19]2[C:27]3[C:22](=[CH:23][CH:24]=[CH:25][CH:26]=3)[NH:21][C:20]=2[CH3:28])=[O:16])=[CH:9][CH:8]=1)=O.[CH3:30][NH2:31]. The catalyst is CO. The product is [CH3:29][N:17]([CH2:18][C:19]1[C:27]2[C:22](=[CH:23][CH:24]=[CH:25][CH:26]=2)[NH:21][C:20]=1[CH3:28])[C:15](=[O:16])/[CH:14]=[CH:13]/[C:10]1[CH:11]=[N:12][C:7]([NH:6][CH2:5][C:3]([NH:31][CH3:30])=[O:2])=[CH:8][CH:9]=1. The yield is 1.00. (5) The reactants are [C:1]1([C:19]2[CH:24]=[CH:23][CH:22]=[CH:21][CH:20]=2)[CH:6]=[CH:5][CH:4]=[C:3]([NH:7][C:8](=[O:18])[CH2:9][CH2:10][CH2:11][CH2:12][CH2:13][CH2:14][C:15]([OH:17])=O)[CH:2]=1.[NH2:25][C:26]1[CH:31]=[C:30]([C:32]2[S:33][CH:34]=[CH:35][CH:36]=2)[CH:29]=[CH:28][C:27]=1[NH:37]C(=O)OC(C)(C)C.C(N(CC)CC)C. The catalyst is S(Cl)(Cl)=O.CN(C=O)C. The product is [NH2:37][C:27]1[CH:28]=[CH:29][C:30]([C:32]2[S:33][CH:34]=[CH:35][CH:36]=2)=[CH:31][C:26]=1[NH:25][C:15](=[O:17])[CH2:14][CH2:13][CH2:12][CH2:11][CH2:10][CH2:9][C:8]([NH:7][C:3]1[CH:2]=[C:1]([C:19]2[CH:24]=[CH:23][CH:22]=[CH:21][CH:20]=2)[CH:6]=[CH:5][CH:4]=1)=[O:18]. The yield is 0.520. (6) The reactants are [CH3:1][O:2][C:3]1[CH:8]=[CH:7][C:6]([CH2:9][N:10]2[C:15](=[O:16])[CH:14]=[C:13](/[CH:17]=[CH:18]/[C:19]([O:21][CH2:22][CH2:23][CH2:24][CH3:25])=[O:20])[C:12]([O:26]CC3C=CC(OC)=CC=3)=[N:11]2)=[CH:5][CH:4]=1.O1CCOCC1. The catalyst is C(O)C.[Pd]. The product is [CH3:1][O:2][C:3]1[CH:8]=[CH:7][C:6]([CH2:9][N:10]2[C:15](=[O:16])[CH:14]=[C:13]([CH2:17][CH2:18][C:19]([O:21][CH2:22][CH2:23][CH2:24][CH3:25])=[O:20])[C:12](=[O:26])[NH:11]2)=[CH:5][CH:4]=1. The yield is 0.980.